From a dataset of Full USPTO retrosynthesis dataset with 1.9M reactions from patents (1976-2016). Predict the reactants needed to synthesize the given product. (1) Given the product [C:33]1([C:20]([C:21]2[CH:22]=[CH:23][CH:24]=[CH:25][CH:26]=2)([C:27]2[CH:28]=[CH:29][CH:30]=[CH:31][CH:32]=2)[N:18]2[CH:19]=[C:15]([C:2]3[CH:7]=[C:6]([C:8]#[N:9])[CH:5]=[CH:4][N:3]=3)[N:16]=[CH:17]2)[CH:38]=[CH:37][CH:36]=[CH:35][CH:34]=1, predict the reactants needed to synthesize it. The reactants are: Cl[C:2]1[CH:7]=[C:6]([C:8]#[N:9])[CH:5]=[CH:4][N:3]=1.C([Sn](CCCC)(CCCC)[C:15]1[N:16]=[CH:17][N:18]([C:20]([C:33]2[CH:38]=[CH:37][CH:36]=[CH:35][CH:34]=2)([C:27]2[CH:32]=[CH:31][CH:30]=[CH:29][CH:28]=2)[C:21]2[CH:26]=[CH:25][CH:24]=[CH:23][CH:22]=2)[CH:19]=1)CCC. (2) Given the product [O:18]1[CH:13]=[CH:12][N:11]=[C:10]1[C:7]1[S:6][C:5]([C:3]([OH:2])=[O:4])=[CH:9][CH:8]=1, predict the reactants needed to synthesize it. The reactants are: C[O:2][C:3]([C:5]1[S:6][C:7]([C:10](=[O:18])[NH:11][CH2:12][CH:13](OC)OC)=[CH:8][CH:9]=1)=[O:4].O.[OH-].[Li+]. (3) Given the product [C:25]1([C:11]2[CH:10]=[C:9]([CH:4]([CH2:3][OH:2])[CH2:5][OH:6])[CH:14]=[CH:13][C:12]=2[NH:15][C:16]([C:18]2[NH:19][CH:20]=[C:21]([C:23]#[N:24])[N:22]=2)=[O:17])[CH2:30][CH2:29][CH2:28][CH2:27][CH:26]=1, predict the reactants needed to synthesize it. The reactants are: C[O:2][C:3](=O)[CH:4]([C:9]1[CH:14]=[CH:13][C:12]([NH:15][C:16]([C:18]2[NH:19][CH:20]=[C:21]([C:23]#[N:24])[N:22]=2)=[O:17])=[C:11]([C:25]2[CH2:30][CH2:29][CH2:28][CH2:27][CH:26]=2)[CH:10]=1)[C:5](OC)=[O:6].[BH4-].[Na+].CO.C(O)(=O)CC(CC(O)=O)(C(O)=O)O. (4) Given the product [NH2:7][C:8]1[C:9]([CH3:11])=[CH:10][C:2]([Cl:1])=[CH:3][C:4]=1[C:5]([OH:13])=[O:20], predict the reactants needed to synthesize it. The reactants are: [Cl:1][C:2]1[CH:3]=[C:4]2[C:8](=[C:9]([CH3:11])[CH:10]=1)[NH:7]C(=O)[C:5]2=[O:13].[OH-].[K+].OO.C(OCC)(=[O:20])C. (5) Given the product [C:18]([N:13]1[C:12]([C:31]2[S:30][CH:34]=[CH:33][CH:32]=2)=[C:11]2[C:15]([CH2:16][CH2:17][NH:8][CH2:9][CH2:10]2)=[N:14]1)([CH3:19])([CH3:20])[CH3:21], predict the reactants needed to synthesize it. The reactants are: C(OC([N:8]1[CH2:17][CH2:16][C:15]2[C:11](=[C:12](OS(C(F)(F)F)(=O)=O)[N:13]([C:18]([CH3:21])([CH3:20])[CH3:19])[N:14]=2)[CH2:10][CH2:9]1)=O)(C)(C)C.[S:30]1[CH:34]=[CH:33][CH:32]=[C:31]1B(O)O. (6) Given the product [CH3:1][C@H:2]1[O:7][C@@H:6]([CH3:8])[CH2:5][N:4]([CH2:9][C:10]2[O:14][C:13]([C:15]3[CH:23]=[C:22]([C:24]4[CH:25]=[C:26]([NH:32][S:33]([C:36]5[CH:41]=[CH:40][C:39]([F:42])=[CH:38][C:37]=5[F:43])(=[O:34])=[O:35])[C:27]([O:30][CH3:31])=[N:28][CH:29]=4)[CH:21]=[C:20]4[C:16]=3[CH:17]=[N:18][NH:19]4)=[N:12][CH:11]=2)[CH2:3]1, predict the reactants needed to synthesize it. The reactants are: [CH3:1][C@H:2]1[O:7][C@@H:6]([CH3:8])[CH2:5][N:4]([CH2:9][C:10]2[O:14][C:13]([C:15]3[CH:23]=[C:22]([C:24]4[CH:25]=[C:26]([NH:32][S:33]([C:36]5[CH:41]=[CH:40][C:39]([F:42])=[CH:38][C:37]=5[F:43])(=[O:35])=[O:34])[C:27]([O:30][CH3:31])=[N:28][CH:29]=4)[CH:21]=[C:20]4[C:16]=3[CH:17]=[N:18][N:19]4S(C3C=CC=CC=3)(=O)=O)=[N:12][CH:11]=2)[CH2:3]1.[OH-].[Na+].